This data is from Peptide-MHC class II binding affinity with 134,281 pairs from IEDB. The task is: Regression. Given a peptide amino acid sequence and an MHC pseudo amino acid sequence, predict their binding affinity value. This is MHC class II binding data. (1) The peptide sequence is SSYAATEVANAAAGQ. The MHC is DRB1_0701 with pseudo-sequence DRB1_0701. The binding affinity (normalized) is 0.362. (2) The binding affinity (normalized) is 0.645. The MHC is DRB1_0405 with pseudo-sequence DRB1_0405. The peptide sequence is LPLRRLLGLVAAGLD. (3) The peptide sequence is SQQPYLQLQPFPQPQLPYSQ. The MHC is DRB1_0301 with pseudo-sequence DRB1_0301. The binding affinity (normalized) is 0. (4) The peptide sequence is VERLKRMAISGDDCVVK. The MHC is DRB1_0701 with pseudo-sequence DRB1_0701. The binding affinity (normalized) is 0.402.